From a dataset of Peptide-MHC class II binding affinity with 134,281 pairs from IEDB. Regression. Given a peptide amino acid sequence and an MHC pseudo amino acid sequence, predict their binding affinity value. This is MHC class II binding data. (1) The peptide sequence is EKKYFSATQFEPLAA. The MHC is HLA-DPA10201-DPB11401 with pseudo-sequence HLA-DPA10201-DPB11401. The binding affinity (normalized) is 0.678. (2) The peptide sequence is EEDIEIIPIQEEKY. The MHC is HLA-DPA10301-DPB10402 with pseudo-sequence HLA-DPA10301-DPB10402. The binding affinity (normalized) is 0.514. (3) The peptide sequence is ASYASPSLQTLIAVS. The MHC is DRB1_0802 with pseudo-sequence DRB1_0802. The binding affinity (normalized) is 0.490. (4) The binding affinity (normalized) is 0.182. The MHC is DRB1_0103 with pseudo-sequence DRB1_0103. The peptide sequence is LYNTVATLYCVHQRI. (5) The peptide sequence is TVAAAPQVKYAVFEA. The MHC is HLA-DQA10102-DQB10602 with pseudo-sequence HLA-DQA10102-DQB10602. The binding affinity (normalized) is 0.553.